From a dataset of Catalyst prediction with 721,799 reactions and 888 catalyst types from USPTO. Predict which catalyst facilitates the given reaction. (1) Reactant: I[C:2]1[N:9]2[C:5]([S:6][C:7]([C:10]3[CH:11]=[C:12]([N:16]([CH3:18])[CH3:17])[CH:13]=[CH:14][CH:15]=3)=[N:8]2)=[N:4][CH:3]=1.CC1(C)C(C)(C)OB([C:27]2[CH:28]=[C:29]([C:34]([F:37])([F:36])[F:35])[C:30]([NH2:33])=[N:31][CH:32]=2)O1.C([O-])([O-])=O.[Na+].[Na+]. Product: [CH3:17][N:16]([CH3:18])[C:12]1[CH:11]=[C:10]([C:7]2[S:6][C:5]3=[N:4][CH:3]=[C:2]([C:27]4[CH:28]=[C:29]([C:34]([F:37])([F:36])[F:35])[C:30]([NH2:33])=[N:31][CH:32]=4)[N:9]3[N:8]=2)[CH:15]=[CH:14][CH:13]=1. The catalyst class is: 235. (2) Reactant: [OH:1][C:2]([C:4]([F:7])([F:6])[F:5])=[O:3].C([N:15]1[CH:24]([CH3:25])[CH2:23][C:22]2[C:17](=[N:18][C:19]([N:31]3[CH2:36][CH2:35][CH:34]([O:37][C:38]4[CH:43]=[CH:42][C:41]([F:44])=[CH:40][C:39]=4[F:45])[CH2:33][CH2:32]3)=[C:20]([NH:26][CH2:27][CH:28]([F:30])[F:29])[N:21]=2)[CH2:16]1)C1C=CC=CC=1. Product: [F:30][CH:28]([F:29])[CH2:27][NH:26][C:20]1[N:21]=[C:22]2[CH2:23][CH:24]([CH3:25])[NH:15][CH2:16][C:17]2=[N:18][C:19]=1[N:31]1[CH2:32][CH2:33][CH:34]([O:37][C:38]2[CH:43]=[CH:42][C:41]([F:44])=[CH:40][C:39]=2[F:45])[CH2:35][CH2:36]1.[C:2]([OH:3])([C:4]([F:7])([F:6])[F:5])=[O:1]. The catalyst class is: 833. (3) Reactant: [F:1][C:2]1([F:15])[CH2:7][CH2:6][CH:5]([CH2:8][CH2:9][C:10]([O:12]CC)=O)[CH2:4][CH2:3]1.[O-]CC.[Na+].[C:21]([O:23][CH2:24][CH3:25])(=[O:22])[C:21]([O:23][CH2:24][CH3:25])=[O:22].S(=O)(=O)(O)O.[Cl-].[Na+]. Product: [F:15][C:2]1([F:1])[CH2:3][CH2:4][CH:5]([CH2:8][CH2:9][C:10](=[O:12])[C:21]([O:23][CH2:24][CH3:25])=[O:22])[CH2:6][CH2:7]1. The catalyst class is: 40. (4) Reactant: [CH2:1]([O:8][C:9]1[CH:14]=[CH:13][C:12]([CH2:15][C:16]#[N:17])=[CH:11][CH:10]=1)[C:2]1[CH:7]=[CH:6][CH:5]=[CH:4][CH:3]=1.[Li].C[Si](N[Si](C)(C)C)(C)C.[C:28]1(=[O:34])[CH2:33][CH2:32][CH2:31][CH2:30][CH2:29]1.O. Product: [C:16]([CH:15]([C:12]1[CH:11]=[CH:10][C:9]([O:8][CH2:1][C:2]2[CH:3]=[CH:4][CH:5]=[CH:6][CH:7]=2)=[CH:14][CH:13]=1)[C:28]1([OH:34])[CH2:33][CH2:32][CH2:31][CH2:30][CH2:29]1)#[N:17]. The catalyst class is: 7.